From a dataset of Full USPTO retrosynthesis dataset with 1.9M reactions from patents (1976-2016). Predict the reactants needed to synthesize the given product. (1) Given the product [CH2:2]([O:4][C:5](=[O:31])[CH:6]([NH:21][C:22]1[CH:27]=[CH:26][C:25]([C:28]([NH2:29])=[N:30][C:33]([O:35][CH2:36][CH3:37])=[O:34])=[CH:24][CH:23]=1)[C:7]1[CH:12]=[C:11]([O:13][CH2:14][CH3:15])[C:10]([O:16][CH2:17][CH2:18][OH:19])=[CH:9][C:8]=1[F:20])[CH3:3], predict the reactants needed to synthesize it. The reactants are: Cl.[CH2:2]([O:4][C:5](=[O:31])[CH:6]([NH:21][C:22]1[CH:27]=[CH:26][C:25]([C:28](=[NH:30])[NH2:29])=[CH:24][CH:23]=1)[C:7]1[CH:12]=[C:11]([O:13][CH2:14][CH3:15])[C:10]([O:16][CH2:17][CH2:18][OH:19])=[CH:9][C:8]=1[F:20])[CH3:3].Cl[C:33]([O:35][CH2:36][CH3:37])=[O:34].C(N(CC)CC)C.C(Cl)Cl.CC(C)=O. (2) Given the product [O:11]=[C:7]1[C:8]2[C:4](=[CH:3][C:2]([C:13]#[N:14])=[CH:10][CH:9]=2)[C:5](=[O:12])[NH:6]1, predict the reactants needed to synthesize it. The reactants are: Br[C:2]1[CH:3]=[C:4]2[C:8](=[CH:9][CH:10]=1)[C:7](=[O:11])[NH:6][C:5]2=[O:12].[CH3:13][N:14](C=O)C. (3) Given the product [NH2:3][CH2:12][CH2:13][CH2:14][N:15]1[CH:20]=[C:19]([F:21])[CH:18]=[C:17]([C@H:22]2[CH2:26][CH2:25][CH2:24][N:23]2[C:27]2[CH:32]=[CH:31][N:30]3[N:33]=[CH:34][C:35]([C:36]([O:38][CH2:39][CH3:40])=[O:37])=[C:29]3[N:28]=2)[C:16]1=[O:41], predict the reactants needed to synthesize it. The reactants are: O=C1C2C(=CC=CC=2)C(=O)[N:3]1[CH2:12][CH2:13][CH2:14][N:15]1[CH:20]=[C:19]([F:21])[CH:18]=[C:17]([C@H:22]2[CH2:26][CH2:25][CH2:24][N:23]2[C:27]2[CH:32]=[CH:31][N:30]3[N:33]=[CH:34][C:35]([C:36]([O:38][CH2:39][CH3:40])=[O:37])=[C:29]3[N:28]=2)[C:16]1=[O:41].CO.C1COCC1.NN.O. (4) Given the product [F:15][C:16]1[CH:21]=[CH:20][C:19]([CH2:22][CH2:23][NH:24][C:12]([C:10]2[S:11][C:7]([C:4]3[CH:3]=[CH:2][N:1]=[CH:6][CH:5]=3)=[CH:8][CH:9]=2)=[O:14])=[CH:18][CH:17]=1, predict the reactants needed to synthesize it. The reactants are: [N:1]1[CH:6]=[CH:5][C:4]([C:7]2[S:11][C:10]([C:12]([OH:14])=O)=[CH:9][CH:8]=2)=[CH:3][CH:2]=1.[F:15][C:16]1[CH:21]=[CH:20][C:19]([CH2:22][CH2:23][NH2:24])=[CH:18][CH:17]=1.